This data is from Reaction yield outcomes from USPTO patents with 853,638 reactions. The task is: Predict the reaction yield, written as a fraction of the theoretical maximum amount of product (1.0 means a 100% yield; for example, 0.34 means a 34% yield). The reactants are C([O:3][C:4]([C:6]1[CH:7]=[C:8]2[C:12](=[CH:13][C:14]=1[NH:15][C:16]([C:18]1[C:27](=[O:28])[C:26]3[C:21](=[CH:22][CH:23]=[CH:24][CH:25]=3)[NH:20][CH:19]=1)=[O:17])[NH:11][CH:10]=[CH:9]2)=[O:5])C.[OH-].[Na+]. The catalyst is C1COCC1. The product is [O:28]=[C:27]1[C:26]2[C:21](=[CH:22][CH:23]=[CH:24][CH:25]=2)[NH:20][CH:19]=[C:18]1[C:16]([NH:15][C:14]1[CH:13]=[C:12]2[C:8]([CH:9]=[CH:10][NH:11]2)=[CH:7][C:6]=1[C:4]([OH:5])=[O:3])=[O:17]. The yield is 0.930.